This data is from Forward reaction prediction with 1.9M reactions from USPTO patents (1976-2016). The task is: Predict the product of the given reaction. (1) Given the reactants [Cl:1][CH2:2][CH2:3][CH2:4][S:5]([N:8]1[CH2:13][CH2:12][CH:11]([C:14]2[C:22]3[C:17](=[C:18]([C:29]([NH2:31])=[O:30])[CH:19]=[C:20]([C:23]4[CH:28]=CC=[CH:25][CH:24]=4)[CH:21]=3)[NH:16][CH:15]=2)[CH2:10][CH2:9]1)(=[O:7])=[O:6].N1CCC(C2C3C(=C(C(N)=O)C=C(C4C=C[S:49]C=4)C=3)NC=2)CC1.C(N(CC)CC)C.ClCCCS(Cl)(=O)=O, predict the reaction product. The product is: [Cl:1][CH2:2][CH2:3][CH2:4][S:5]([N:8]1[CH2:13][CH2:12][CH:11]([C:14]2[C:22]3[C:17](=[C:18]([C:29]([NH2:31])=[O:30])[CH:19]=[C:20]([C:23]4[CH:24]=[CH:25][S:49][CH:28]=4)[CH:21]=3)[NH:16][CH:15]=2)[CH2:10][CH2:9]1)(=[O:6])=[O:7]. (2) Given the reactants [CH3:1][O:2][CH2:3][CH:4]([NH2:6])[CH3:5].Cl[C:8]1[CH:13]=[CH:12][C:11]([N+:14]([O-:16])=[O:15])=[CH:10][N:9]=1, predict the reaction product. The product is: [CH3:1][O:2][CH2:3][CH:4]([N:6]1[CH:10]=[C:11]([N+:14]([O-:16])=[O:15])[CH:12]=[CH:13][CH:8]1[NH2:9])[CH3:5]. (3) Given the reactants [CH3:1][C:2]([C:6]1[CH:11]=[C:10]([C:12]([O:14][CH3:15])=[O:13])[CH:9]=[CH:8][C:7]=1[C:16]1[CH:21]=[C:20]([O:22][CH3:23])[CH:19]=[CH:18][C:17]=1[F:24])=[C:3]([CH3:5])[CH3:4], predict the reaction product. The product is: [CH3:1][CH:2]([C:6]1[CH:11]=[C:10]([C:12]([O:14][CH3:15])=[O:13])[CH:9]=[CH:8][C:7]=1[C:16]1[CH:21]=[C:20]([O:22][CH3:23])[CH:19]=[CH:18][C:17]=1[F:24])[CH:3]([CH3:4])[CH3:5]. (4) The product is: [Cl:33][C:30]1[CH:31]=[C:32]2[C:27]([C:26]([CH:34]([F:36])[F:35])=[CH:25][N:24]2[S:21]([C:19]2[C:18]3[C:13](=[CH:14][CH:15]=[CH:16][CH:17]=3)[C:12]([O:37][CH3:38])=[C:11]([N:8]3[CH2:9][CH2:10][NH:5][CH2:6][CH2:7]3)[CH:20]=2)(=[O:23])=[O:22])=[CH:28][CH:29]=1. Given the reactants ClC(Cl)(Cl)C([N:5]1[CH2:10][CH2:9][N:8]([C:11]2[CH:20]=[C:19]([S:21]([N:24]3[C:32]4[C:27](=[CH:28][CH:29]=[C:30]([Cl:33])[CH:31]=4)[C:26]([CH:34]([F:36])[F:35])=[CH:25]3)(=[O:23])=[O:22])[C:18]3[C:13](=[CH:14][CH:15]=[CH:16][CH:17]=3)[C:12]=2[O:37][CH3:38])[CH2:7][CH2:6]1)=O.[OH-].[K+], predict the reaction product. (5) The product is: [NH2:15][C:16]1[C:24]([Cl:25])=[CH:23][C:19]([C:20]([NH:1][CH:2]2[CH2:3][CH2:4][N:5]([C:8]([O:10][C:11]([CH3:14])([CH3:13])[CH3:12])=[O:9])[CH2:6][CH2:7]2)=[O:21])=[C:18]([O:26][CH3:27])[CH:17]=1. Given the reactants [NH2:1][CH:2]1[CH2:7][CH2:6][N:5]([C:8]([O:10][C:11]([CH3:14])([CH3:13])[CH3:12])=[O:9])[CH2:4][CH2:3]1.[NH2:15][C:16]1[C:24]([Cl:25])=[CH:23][C:19]([C:20](O)=[O:21])=[C:18]([O:26][CH3:27])[CH:17]=1.CCN(CC)CC.Cl.C(N=C=NCCCN(C)C)C.ON1C2C=CC=CC=2N=N1, predict the reaction product.